From a dataset of Forward reaction prediction with 1.9M reactions from USPTO patents (1976-2016). Predict the product of the given reaction. (1) Given the reactants C([Si]([O:8][CH:9]([CH2:14][CH2:15][C:16]1[CH:21]=[CH:20][C:19]([C:22]([CH2:39][CH3:40])([C:25]2[CH:30]=[CH:29][C:28]([O:31][CH2:32][C@@H:33]3[CH2:37][CH2:36][CH2:35][O:34]3)=[C:27]([CH3:38])[CH:26]=2)[CH2:23][CH3:24])=[CH:18][C:17]=1[CH3:41])[C:10]([CH3:13])([CH3:12])[CH3:11])(C)C)(C)(C)C.CCCC[N+](CCCC)(CCCC)CCCC.[F-].CCOCC, predict the reaction product. The product is: [CH2:23]([C:22]([C:19]1[CH:20]=[CH:21][C:16]([CH2:15][CH2:14][CH:9]([OH:8])[C:10]([CH3:13])([CH3:12])[CH3:11])=[C:17]([CH3:41])[CH:18]=1)([C:25]1[CH:30]=[CH:29][C:28]([O:31][CH2:32][C@@H:33]2[CH2:37][CH2:36][CH2:35][O:34]2)=[C:27]([CH3:38])[CH:26]=1)[CH2:39][CH3:40])[CH3:24]. (2) Given the reactants C([O:3][C:4]([C:6]1[CH:15]=[C:14]([O:16][S:17]([C:20]([F:23])([F:22])[F:21])(=[O:19])=[O:18])[C:13]2[C:8](=[CH:9][CH:10]=[CH:11][CH:12]=2)[N:7]=1)=O)C.[H-].CO.O, predict the reaction product. The product is: [F:23][C:20]([F:21])([F:22])[S:17]([O:16][C:14]1[C:13]2[C:8](=[CH:9][CH:10]=[CH:11][CH:12]=2)[N:7]=[C:6]([CH:4]=[O:3])[CH:15]=1)(=[O:18])=[O:19]. (3) Given the reactants [CH3:1][O:2][C:3](=[O:12])[CH2:4][C:5]1[C:6]([CH3:11])=[N:7][NH:8][C:9]=1[CH3:10].Br[CH2:14][C:15]1[CH:22]=[CH:21][C:18]([CH:19]=[O:20])=[CH:17][CH:16]=1.C([O-])([O-])=O.[K+].[K+], predict the reaction product. The product is: [CH3:1][O:2][C:3](=[O:12])[CH2:4][C:5]1[C:9]([CH3:10])=[N:8][N:7]([CH2:14][C:15]2[CH:22]=[CH:21][C:18]([CH:19]=[O:20])=[CH:17][CH:16]=2)[C:6]=1[CH3:11]. (4) Given the reactants [CH3:1][C:2]1([CH2:9][CH2:10][CH3:11])[CH2:7][C:6](=O)[NH:5][C:3]1=O.[H-].[H-].[H-].[H-].[Li+].[Al+3].O, predict the reaction product. The product is: [CH3:1][C:2]1([CH2:9][CH2:10][CH3:11])[CH2:7][CH2:6][NH:5][CH2:3]1. (5) Given the reactants [F:1][C:2]([F:13])([F:12])[C:3]1[CH:4]=[C:5]([CH:9]=[CH:10][CH:11]=1)[C:6]([OH:8])=O.CN(C(ON1N=NC2C=CC=NC1=2)=[N+](C)C)C.F[P-](F)(F)(F)(F)F.CCN(C(C)C)C(C)C.[I-].[CH2:48]([N+:52]1[N:56]=[C:55]([CH3:57])[S:54][C:53]=1[CH3:58])[CH2:49][CH2:50][CH3:51], predict the reaction product. The product is: [CH2:48]([N:52]1[N:56]=[C:55]([CH3:57])[S:54]/[C:53]/1=[CH:58]\[C:6]([C:5]1[CH:9]=[CH:10][CH:11]=[C:3]([C:2]([F:1])([F:13])[F:12])[CH:4]=1)=[O:8])[CH2:49][CH2:50][CH3:51]. (6) Given the reactants [CH2:1]([O:8][C:9]([NH:11][C@@H:12]([CH2:18][CH2:19][C:20]#[N:21])[C:13]([O:15][CH2:16][CH3:17])=[O:14])=[O:10])[C:2]1[CH:7]=[CH:6][CH:5]=[CH:4][CH:3]=1.[N-:22]=[N+:23]=[N-:24].[Na+].Cl.C(N(CC)CC)C, predict the reaction product. The product is: [CH2:1]([O:8][C:9]([NH:11][C@@H:12]([CH2:18][CH2:19][C:20]1[NH:24][N:23]=[N:22][N:21]=1)[C:13]([O:15][CH2:16][CH3:17])=[O:14])=[O:10])[C:2]1[CH:7]=[CH:6][CH:5]=[CH:4][CH:3]=1. (7) Given the reactants Br[CH2:2][C:3]1[N:4]=[C:5]([C:8]2[C:13]([C:14]3[CH:19]=[CH:18][CH:17]=[CH:16][CH:15]=3)=[CH:12][N:11]=[N:10][C:9]=2[C:20]2[CH:25]=[CH:24][CH:23]=[CH:22][CH:21]=2)[O:6][CH:7]=1, predict the reaction product. The product is: [C:20]1([C:9]2[N:10]=[N:11][CH:12]=[C:13]([C:14]3[CH:15]=[CH:16][CH:17]=[CH:18][CH:19]=3)[C:8]=2[C:5]2[O:6][CH:7]=[C:3]([CH3:2])[N:4]=2)[CH:25]=[CH:24][CH:23]=[CH:22][CH:21]=1. (8) The product is: [NH:1]([C:25]([O:27][CH2:28][C:29]1[CH:30]=[CH:31][CH:32]=[CH:33][CH:34]=1)=[O:26])[C@H:2]([C:10]([NH:12][C@H:13]([C:18]([OH:20])=[O:19])[CH2:14][CH:15]([CH3:17])[CH3:16])=[O:11])[CH2:3][C:4]1[CH:5]=[CH:6][CH:7]=[CH:8][CH:9]=1. Given the reactants [NH:1]([C:25]([O:27][CH2:28][C:29]1[CH:34]=[CH:33][CH:32]=[CH:31][CH:30]=1)=[O:26])[C@H:2]([C:10]([NH:12][C@H:13]([C:18]([O:20]C(C)(C)C)=[O:19])[CH2:14][CH:15]([CH3:17])[CH3:16])=[O:11])[CH2:3][C:4]1[CH:9]=[CH:8][CH:7]=[CH:6][CH:5]=1.C(O)(C(F)(F)F)=O, predict the reaction product. (9) Given the reactants [CH3:1][O:2][C:3]1[CH:8]=[CH:7][C:6]([C:9]2[N:13]([C:14]3[CH:19]=[CH:18][CH:17]=[CH:16][CH:15]=3)[N:12]=[C:11]([CH2:20][CH2:21][CH:22]=O)[CH:10]=2)=[CH:5][CH:4]=1.[C:24]1([N:30]2[CH2:35][CH2:34][NH:33][CH2:32][CH2:31]2)[CH:29]=[CH:28][CH:27]=[CH:26][CH:25]=1.CCN(C(C)C)C(C)C.[BH-](OC(C)=O)(OC(C)=O)OC(C)=O.[Na+], predict the reaction product. The product is: [CH3:1][O:2][C:3]1[CH:8]=[CH:7][C:6]([C:9]2[N:13]([C:14]3[CH:15]=[CH:16][CH:17]=[CH:18][CH:19]=3)[N:12]=[C:11]([CH2:20][CH2:21][CH2:22][N:33]3[CH2:34][CH2:35][N:30]([C:24]4[CH:29]=[CH:28][CH:27]=[CH:26][CH:25]=4)[CH2:31][CH2:32]3)[CH:10]=2)=[CH:5][CH:4]=1. (10) Given the reactants [CH2:1]([C:8]1[CH:15]=[CH:14][C:11]([CH2:12]Cl)=[CH:10][CH:9]=1)[C:2]1[CH:7]=[CH:6][CH:5]=[CH:4][CH:3]=1.Cl.[O:17]=[C:18]1[C:23]([C:24]([O:26][CH3:27])=[O:25])=[CH:22][CH:21]=[CH:20][NH:19]1.[H-].[Na+], predict the reaction product. The product is: [CH2:1]([C:8]1[CH:15]=[CH:14][C:11]([CH2:12][N:19]2[CH:20]=[CH:21][CH:22]=[C:23]([C:24]([O:26][CH3:27])=[O:25])[C:18]2=[O:17])=[CH:10][CH:9]=1)[C:2]1[CH:7]=[CH:6][CH:5]=[CH:4][CH:3]=1.